Dataset: Full USPTO retrosynthesis dataset with 1.9M reactions from patents (1976-2016). Task: Predict the reactants needed to synthesize the given product. Given the product [CH:23]1([C:19]2[CH:20]=[C:21]([CH3:22])[C:16]([N:13]3[CH2:14][CH2:15][N:10]([C:8]([C:5]4[CH:6]=[CH:7][C:2]([N:36]5[CH2:35][C@H:34]([CH3:33])[O:38][C:37]5=[O:39])=[CH:3][C:4]=4[N:26]4[CH2:30][CH2:29][CH2:28][S:27]4(=[O:32])=[O:31])=[O:9])[CH2:11][CH2:12]3)=[N:17][CH:18]=2)[CH2:25][CH2:24]1, predict the reactants needed to synthesize it. The reactants are: Br[C:2]1[CH:7]=[CH:6][C:5]([C:8]([N:10]2[CH2:15][CH2:14][N:13]([C:16]3[C:21]([CH3:22])=[CH:20][C:19]([CH:23]4[CH2:25][CH2:24]4)=[CH:18][N:17]=3)[CH2:12][CH2:11]2)=[O:9])=[C:4]([N:26]2[CH2:30][CH2:29][CH2:28][S:27]2(=[O:32])=[O:31])[CH:3]=1.[CH3:33][C@@H:34]1[O:38][C:37](=[O:39])[NH:36][CH2:35]1.